This data is from Forward reaction prediction with 1.9M reactions from USPTO patents (1976-2016). The task is: Predict the product of the given reaction. (1) Given the reactants [CH3:1][C:2]1[CH:7]=[CH:6][C:5]([S:8]([O:11][CH2:12][CH:13]2[CH2:17][C:16]3[CH:18]=[CH:19][CH:20]=[C:21](Br)[C:15]=3[O:14]2)(=[O:10])=[O:9])=[CH:4][CH:3]=1.[F:23][C:24]1[CH:29]=[C:28]([F:30])[CH:27]=[CH:26][C:25]=1B(O)O.C(=O)([O-])[O-].[K+].[K+], predict the reaction product. The product is: [CH3:1][C:2]1[CH:7]=[CH:6][C:5]([S:8]([O:11][CH2:12][CH:13]2[CH2:17][C:16]3[CH:18]=[CH:19][CH:20]=[C:21]([C:27]4[CH:26]=[CH:25][C:24]([F:23])=[CH:29][C:28]=4[F:30])[C:15]=3[O:14]2)(=[O:10])=[O:9])=[CH:4][CH:3]=1. (2) Given the reactants CC(OC(N[C@@H:9](CC1C=CC(C2N=C(C(N(C)OC)=O)N(C)C=2)=CC=1)[CH2:10][CH2:11][C:12]([O:14][C:15](C)(C)C)=[O:13])=O)(C)C.[I:38][CH:39]([CH3:41])[CH3:40].CCN(C(C)C)C(C)C.CN(C=[O:55])C, predict the reaction product. The product is: [OH:55][C:40]1[CH:9]=[CH:10][C:11]([C:12]([O:14][CH3:15])=[O:13])=[CH:41][C:39]=1[I:38].